From a dataset of Reaction yield outcomes from USPTO patents with 853,638 reactions. Predict the reaction yield, written as a fraction of the theoretical maximum amount of product (1.0 means a 100% yield; for example, 0.34 means a 34% yield). (1) The reactants are [F:1][C:2]1[CH:3]=[C:4]([CH:11]([CH3:17])[C:12]([O:14][CH2:15][CH3:16])=[O:13])[CH:5]=[N:6][C:7]=1[N+:8]([O-])=O.[H][H]. The catalyst is [Pd].C(O)C. The product is [NH2:8][C:7]1[N:6]=[CH:5][C:4]([CH:11]([CH3:17])[C:12]([O:14][CH2:15][CH3:16])=[O:13])=[CH:3][C:2]=1[F:1]. The yield is 0.790. (2) The reactants are [NH2:1][C:2]1[CH:7]=[CH:6][C:5]([OH:8])=[CH:4][CH:3]=1.[CH:9]1([C:15](Cl)=[O:16])[CH2:14][CH2:13][CH2:12][CH2:11][CH2:10]1.N1C=CC=CC=1.[OH-].[Na+].Cl. The catalyst is ClCCl.C1COCC1. The product is [OH:8][C:5]1[CH:6]=[CH:7][C:2]([NH:1][C:15]([CH:9]2[CH2:14][CH2:13][CH2:12][CH2:11][CH2:10]2)=[O:16])=[CH:3][CH:4]=1. The yield is 0.410. (3) The reactants are [N+:1]([C:4]1[CH:12]=[CH:11][C:7]([C:8](Cl)=[O:9])=[CH:6][CH:5]=1)([O-:3])=[O:2].[OH:13][C@H:14]1[C:18]2[N:19]=[CH:20][N:21]=[C:22]([N:23]3[CH2:28][CH2:27][N:26]([C:29]([O:31][C:32]([CH3:35])([CH3:34])[CH3:33])=[O:30])[CH2:25][CH2:24]3)[C:17]=2[C@H:16]([CH3:36])[CH2:15]1.C(N(CC)CC)C.C([O-])(O)=O.[Na+]. The catalyst is C(Cl)Cl. The product is [CH3:36][C@H:16]1[C:17]2[C:22]([N:23]3[CH2:28][CH2:27][N:26]([C:29]([O:31][C:32]([CH3:35])([CH3:34])[CH3:33])=[O:30])[CH2:25][CH2:24]3)=[N:21][CH:20]=[N:19][C:18]=2[C@H:14]([O:13][C:8](=[O:9])[C:7]2[CH:6]=[CH:5][C:4]([N+:1]([O-:3])=[O:2])=[CH:12][CH:11]=2)[CH2:15]1. The yield is 0.845. (4) The reactants are [Cl:1][C:2]1[CH:33]=[CH:32][C:5]2[CH:6]([NH:18][CH2:19][CH2:20][CH2:21][CH2:22][O:23][CH2:24][C:25]([O:27]C(C)(C)C)=[O:26])[C:7]3[CH:17]=[CH:16][CH:15]=[CH:14][C:8]=3[N:9]([CH3:13])[S:10](=[O:12])(=[O:11])[C:4]=2[CH:3]=1.FC(F)(F)C(O)=O. The catalyst is ClCCl. The product is [Cl:1][C:2]1[CH:33]=[CH:32][C:5]2[CH:6]([NH:18][CH2:19][CH2:20][CH2:21][CH2:22][O:23][CH2:24][C:25]([OH:27])=[O:26])[C:7]3[CH:17]=[CH:16][CH:15]=[CH:14][C:8]=3[N:9]([CH3:13])[S:10](=[O:12])(=[O:11])[C:4]=2[CH:3]=1. The yield is 0.190. (5) The reactants are [F:1][C:2]1[CH:3]=[C:4]([C:8]2[C:12]([C:13]([OH:15])=O)=[C:11]([CH3:16])[O:10][N:9]=2)[CH:5]=[CH:6][CH:7]=1.Cl.C(N=C=NCCCN(C)C)C.[CH3:29][O:30][C:31]1[CH:32]=[C:33]([N:37]2[CH2:42][CH2:41][NH:40][CH2:39][CH2:38]2)[CH:34]=[CH:35][CH:36]=1. The catalyst is ClCCl. The product is [F:1][C:2]1[CH:3]=[C:4]([C:8]2[C:12]([C:13]([N:40]3[CH2:39][CH2:38][N:37]([C:33]4[CH:34]=[CH:35][CH:36]=[C:31]([O:30][CH3:29])[CH:32]=4)[CH2:42][CH2:41]3)=[O:15])=[C:11]([CH3:16])[O:10][N:9]=2)[CH:5]=[CH:6][CH:7]=1. The yield is 0.840. (6) The reactants are Cl[C:2]([O:4][CH2:5][CH3:6])=[O:3].N1C=CC=CC=1.[NH2:13][C@@H:14]1[CH2:23][C:22]2[C:17](=[C:18]([S:26]([NH:29][C:30]3[CH:35]=[CH:34][C:33]([C:36]([F:39])([F:38])[F:37])=[CH:32][CH:31]=3)(=[O:28])=[O:27])[CH:19]=[CH:20][C:21]=2[O:24][CH3:25])[O:16][CH2:15]1. The catalyst is ClCCl. The product is [CH3:25][O:24][C:21]1[CH:20]=[CH:19][C:18]([S:26]([NH:29][C:30]2[CH:35]=[CH:34][C:33]([C:36]([F:39])([F:37])[F:38])=[CH:32][CH:31]=2)(=[O:28])=[O:27])=[C:17]2[C:22]=1[CH2:23][C@@H:14]([NH:13][C:2](=[O:3])[O:4][CH2:5][CH3:6])[CH2:15][O:16]2. The yield is 0.740. (7) The reactants are [CH2:1]([O:3][C:4]1[CH:5]=[C:6]([C:10](=[O:17])[CH2:11]C(=O)C(F)F)[CH:7]=[CH:8][CH:9]=1)[CH3:2].NC1C(Br)=CNN=1. No catalyst specified. The product is [CH3:2][CH2:1][O:3][C:4]1[CH:5]=[C:6]([C:10]([CH3:11])=[O:17])[CH:7]=[CH:8][CH:9]=1. The yield is 0.830. (8) The reactants are [I-].[CH3:2][S+](C)(C)=O.[H-].[Na+].[H][H].[Cl:11][C:12]1[CH:13]=[C:14]([C:22]2[N:26]=[C:25]([C:27]3[CH:32]=[CH:31][C:30](/[CH:33]=[CH:34]\[C:35]([O:37][CH3:38])=[O:36])=[CH:29][CH:28]=3)[O:24][N:23]=2)[CH:15]=[CH:16][C:17]=1[O:18][CH:19]([CH3:21])[CH3:20]. The catalyst is CS(C)=O.[Cl-].[Na+].O. The product is [Cl:11][C:12]1[CH:13]=[C:14]([C:22]2[N:26]=[C:25]([C:27]3[CH:28]=[CH:29][C:30]([C@@H:33]4[CH2:2][C@H:34]4[C:35]([O:37][CH3:38])=[O:36])=[CH:31][CH:32]=3)[O:24][N:23]=2)[CH:15]=[CH:16][C:17]=1[O:18][CH:19]([CH3:21])[CH3:20]. The yield is 0.390.